This data is from Forward reaction prediction with 1.9M reactions from USPTO patents (1976-2016). The task is: Predict the product of the given reaction. (1) Given the reactants Cl[C:2]1[CH:7]=[CH:6][C:5]([CH2:8][N:9]2[C:13]([CH3:14])=[CH:12][C:11]([C:15]3[O:19][N:18]=[C:17]([C:20]4[CH:25]=[CH:24][C:23]([O:26][C:27]([F:30])([F:29])[F:28])=[C:22]([Cl:31])[CH:21]=4)[N:16]=3)=[N:10]2)=[CH:4][N:3]=1.[CH3:32][NH2:33].O, predict the reaction product. The product is: [Cl:31][C:22]1[CH:21]=[C:20]([C:17]2[N:16]=[C:15]([C:11]3[CH:12]=[C:13]([CH3:14])[N:9]([CH2:8][C:5]4[CH:6]=[CH:7][C:2]([NH:33][CH3:32])=[N:3][CH:4]=4)[N:10]=3)[O:19][N:18]=2)[CH:25]=[CH:24][C:23]=1[O:26][C:27]([F:28])([F:30])[F:29]. (2) Given the reactants [CH3:1][O:2][C:3](=[O:13])[C:4]1[CH:9]=[CH:8][C:7]([CH2:10][OH:11])=[CH:6][C:5]=1[NH2:12].[C:14](Cl)(=[O:16])[CH3:15], predict the reaction product. The product is: [CH3:1][O:2][C:3](=[O:13])[C:4]1[CH:9]=[CH:8][C:7]([CH2:10][OH:11])=[CH:6][C:5]=1[NH:12][C:14](=[O:16])[CH3:15]. (3) Given the reactants [Cl:1][C:2]1[CH:7]=[CH:6][C:5]([OH:8])=[CH:4][C:3]=1[CH2:9][CH3:10].[Cl:11][C:12]1[N:17]=[C:16](Cl)[CH:15]=[CH:14][N:13]=1.N12CCCN=C1CCCCC2.C(OCC)(=O)C, predict the reaction product. The product is: [Cl:1][C:2]1[CH:7]=[CH:6][C:5]([O:8][C:14]2[CH:15]=[CH:16][N:17]=[C:12]([Cl:11])[N:13]=2)=[CH:4][C:3]=1[CH2:9][CH3:10]. (4) Given the reactants [Si]([O:8][CH2:9][CH2:10][O:11][C:12]1[C:13]([NH:39][C:40]2[CH:45]=[CH:44][N:43]=[CH:42][CH:41]=2)=[N:14][C:15]([C:18]2[C:26]3[C:21](=[CH:22][CH:23]=[CH:24][CH:25]=3)[N:20]([CH2:27][C:28]3[C:33]([F:34])=[CH:32][C:31]([O:35][CH2:36][CH3:37])=[CH:30][C:29]=3[F:38])[N:19]=2)=[N:16][CH:17]=1)(C(C)(C)C)(C)C.Cl.C(=O)([O-])O.[Na+], predict the reaction product. The product is: [CH2:36]([O:35][C:31]1[CH:30]=[C:29]([F:38])[C:28]([CH2:27][N:20]2[C:21]3[C:26](=[CH:25][CH:24]=[CH:23][CH:22]=3)[C:18]([C:15]3[N:14]=[C:13]([NH:39][C:40]4[CH:41]=[CH:42][N:43]=[CH:44][CH:45]=4)[C:12]([O:11][CH2:10][CH2:9][OH:8])=[CH:17][N:16]=3)=[N:19]2)=[C:33]([F:34])[CH:32]=1)[CH3:37]. (5) The product is: [F:1][C:2]1[CH:3]=[CH:4][C:5]([N+:11]([O-:13])=[O:12])=[C:6]([CH2:7][OH:8])[CH:10]=1. Given the reactants [F:1][C:2]1[CH:3]=[CH:4][C:5]([N+:11]([O-:13])=[O:12])=[C:6]([CH:10]=1)[C:7](O)=[O:8].B.CO, predict the reaction product. (6) The product is: [C:43]([O:47][C:48]([N:50]1[CH2:55][C@@H:54]([CH3:56])[N:53]([C:57]2[CH:62]=[CH:61][C:60]([C:63](=[O:78])[NH:64][C:65]3[C:66]([F:77])=[CH:67][C:68]([C:30]4[CH:31]=[CH:32][C:27]([C:25]5[N:26]=[C:22]([C@@H:18]6[CH2:19][CH2:20][CH2:21][N:17]6[C:15](=[O:16])[C@@H:11]([NH:10][C:9]([O:8][CH3:7])=[O:42])[CH:12]([CH3:14])[CH3:13])[NH:23][CH:24]=5)=[CH:28][CH:29]=4)=[C:69]([O:71][C:72]([F:75])([F:74])[F:73])[CH:70]=3)=[CH:59][N:58]=2)[CH2:52][C@@H:51]1[CH3:79])=[O:49])([CH3:46])([CH3:45])[CH3:44]. Given the reactants C(=O)([O-])[O-].[K+].[K+].[CH3:7][O:8][C:9](=[O:42])[NH:10][C@H:11]([C:15]([N:17]1[CH2:21][CH2:20][CH2:19][C@H:18]1[C:22]1[NH:23][CH:24]=[C:25]([C:27]2[CH:32]=[CH:31][C:30](B3OC(C)(C)C(C)(C)O3)=[CH:29][CH:28]=2)[N:26]=1)=[O:16])[CH:12]([CH3:14])[CH3:13].[C:43]([O:47][C:48]([N:50]1[CH2:55][C@@H:54]([CH3:56])[N:53]([C:57]2[CH:62]=[CH:61][C:60]([C:63](=[O:78])[NH:64][C:65]3[CH:70]=[C:69]([O:71][C:72]([F:75])([F:74])[F:73])[C:68](Br)=[CH:67][C:66]=3[F:77])=[CH:59][N:58]=2)[CH2:52][C@@H:51]1[CH3:79])=[O:49])([CH3:46])([CH3:45])[CH3:44], predict the reaction product. (7) Given the reactants [CH3:1][C:2]1O[C:4]([CH3:22])=[CH:5][C:6](=[C:8]([C:20]#[N:21])[C:9]([O:11][CH2:12][CH:13]([CH2:18][CH3:19])[CH2:14][CH2:15][CH2:16][CH3:17])=[O:10])[CH:7]=1, predict the reaction product. The product is: [CH2:20]([N:21]1[C:2]([CH3:1])=[CH:7][C:6](=[C:8]([C:20]#[N:21])[C:9]([O:11][CH2:12][CH:13]([CH2:18][CH3:19])[CH2:14][CH2:15][CH2:16][CH3:17])=[O:10])[CH:5]=[C:4]1[CH3:22])[CH2:8][CH2:6][CH3:5].